From a dataset of Reaction yield outcomes from USPTO patents with 853,638 reactions. Predict the reaction yield, written as a fraction of the theoretical maximum amount of product (1.0 means a 100% yield; for example, 0.34 means a 34% yield). (1) The reactants are [Cl:1][C:2]1[CH:7]=[CH:6][N:5]=[C:4]2[CH:8]=[CH:9][S:10][C:3]=12.[Li]CCCC.CCOCC.Br[C:22]1[CH:27]=[CH:26][C:25]([CH:28]2[O:33][CH2:32][CH2:31][CH2:30][O:29]2)=[CH:24][N:23]=1. The catalyst is C1COCC1.[Cl-].[Zn+2].[Cl-]. The product is [O:29]1[CH2:30][CH2:31][CH2:32][O:33][CH:28]1[C:25]1[CH:26]=[CH:27][C:22]([C:9]2[S:10][C:3]3[C:4](=[N:5][CH:6]=[CH:7][C:2]=3[Cl:1])[CH:8]=2)=[N:23][CH:24]=1. The yield is 0.590. (2) The reactants are [F:1][C:2]([F:13])([F:12])[C:3]1[CH:8]=[CH:7][N:6]=[CH:5][C:4]=1[C:9]([OH:11])=O.[CH2:14]([O:16][C:17]1[CH:23]=[CH:22][C:20]([NH2:21])=[C:19]([N+:24]([O-:26])=[O:25])[CH:18]=1)[CH3:15].Cl.CN(C)CCCN=C=NCC. The catalyst is C1COCC1.CCCCCC.C(OCC)(=O)C. The product is [F:12][C:2]([F:1])([F:13])[C:3]1[CH:8]=[CH:7][N:6]=[CH:5][C:4]=1[C:9]([NH:21][C:20]1[CH:22]=[CH:23][C:17]([O:16][CH2:14][CH3:15])=[CH:18][C:19]=1[N+:24]([O-:26])=[O:25])=[O:11]. The yield is 0.0940. (3) The reactants are [NH:1]1[C:11]2[C:6](=[CH:7][CH:8]=[CH:9][CH:10]=2)[C:4](=[O:5])[C:2]1=[O:3].[C:12](O)(=O)[CH3:13].[CH2:16](O)[CH3:17]. The catalyst is C1COCC1. The product is [CH:17]1([CH2:12][CH2:13][N:1]2[C:11]3[C:6](=[CH:7][CH:8]=[CH:9][CH:10]=3)[C:4](=[O:5])[C:2]2=[O:3])[CH2:16][CH2:7][CH2:6][CH2:4][CH2:2]1. The yield is 0.830. (4) The reactants are Br[C:2]1[CH:7]=[CH:6][C:5]([CH2:8][N:9]2[CH2:14][CH2:13][N:12]([C:15]([O:17][C:18]([CH3:21])([CH3:20])[CH3:19])=[O:16])[CH2:11][CH2:10]2)=[C:4]([O:22][C:23]([F:26])([F:25])[F:24])[CH:3]=1.[NH:27]1[CH2:31][CH2:30][CH2:29][CH2:28]1.C(O[Na])(C)(C)C.C1C=CC(P(C2C(C3C(P(C4C=CC=CC=4)C4C=CC=CC=4)=CC=C4C=3C=CC=C4)=C3C(C=CC=C3)=CC=2)C2C=CC=CC=2)=CC=1. The catalyst is O.C1C=CC(/C=C/C(/C=C/C2C=CC=CC=2)=O)=CC=1.C1C=CC(/C=C/C(/C=C/C2C=CC=CC=2)=O)=CC=1.C1C=CC(/C=C/C(/C=C/C2C=CC=CC=2)=O)=CC=1.[Pd].[Pd].C1(C)C=CC=CC=1. The product is [N:27]1([C:2]2[CH:7]=[CH:6][C:5]([CH2:8][N:9]3[CH2:14][CH2:13][N:12]([C:15]([O:17][C:18]([CH3:21])([CH3:20])[CH3:19])=[O:16])[CH2:11][CH2:10]3)=[C:4]([O:22][C:23]([F:26])([F:25])[F:24])[CH:3]=2)[CH2:31][CH2:30][CH2:29][CH2:28]1. The yield is 0.960. (5) The reactants are [CH3:1][O:2][C:3](=[O:13])[C:4]1[CH:9]=[CH:8][C:7]([CH2:10][CH2:11][OH:12])=[CH:6][CH:5]=1.[C:14]1(P([C:14]2[CH:19]=[CH:18][CH:17]=[CH:16][CH:15]=2)[C:14]2[CH:19]=[CH:18][CH:17]=[CH:16][CH:15]=2)[CH:19]=[CH:18][CH:17]=[CH:16][CH:15]=1.N(C(OCC)=O)=NC(OCC)=O.C1(O)C=CC=CC=1. The catalyst is O1CCCC1.O. The product is [CH3:1][O:2][C:3](=[O:13])[C:4]1[CH:9]=[CH:8][C:7]([CH2:10][CH2:11][O:12][C:14]2[CH:19]=[CH:18][CH:17]=[CH:16][CH:15]=2)=[CH:6][CH:5]=1. The yield is 0.168. (6) The reactants are [NH2:1][C:2]1[CH:7]=[CH:6][C:5]([N+:8]([O-:10])=[O:9])=[CH:4][N:3]=1.CN1CCOCC1.Cl[C:19]([O:21][C:22]([CH3:24])=[CH2:23])=[O:20]. The catalyst is O1CCCC1.C(OCC)(=O)C.O. The product is [C:22]([O:21][C:19](=[O:20])[NH:1][C:2]1[CH:7]=[CH:6][C:5]([N+:8]([O-:10])=[O:9])=[CH:4][N:3]=1)([CH3:24])=[CH2:23]. The yield is 0.650.